Dataset: Full USPTO retrosynthesis dataset with 1.9M reactions from patents (1976-2016). Task: Predict the reactants needed to synthesize the given product. (1) Given the product [OH:1][CH:2]([C:5]1[CH:6]=[CH:7][C:8]([C:11]([F:12])([F:13])[F:14])=[CH:9][CH:10]=1)[CH2:3][O:4][Si:25]([CH:29]([CH3:31])[CH3:30])([CH:26]([CH3:28])[CH3:27])[CH:22]([CH3:24])[CH3:23], predict the reactants needed to synthesize it. The reactants are: [OH:1][CH:2]([C:5]1[CH:10]=[CH:9][C:8]([C:11]([F:14])([F:13])[F:12])=[CH:7][CH:6]=1)[CH2:3][OH:4].C(N(CC)CC)C.[CH:22]([Si:25](Cl)([CH:29]([CH3:31])[CH3:30])[CH:26]([CH3:28])[CH3:27])([CH3:24])[CH3:23].O. (2) Given the product [Br:1][C@@H:29]1[CH2:34][C@H:33]2[C@H:35]3[C@H:44]([CH2:45][CH2:46][C@:31]2([CH3:32])[CH2:30]1)[C:43]1[CH:42]=[CH:41][C:40]([O:47][CH3:48])=[CH:39][C:38]=1[CH2:37][CH2:36]3, predict the reactants needed to synthesize it. The reactants are: [Br:1]N1C(=O)CCC1=O.C1(P(C2C=CC=CC=2)C2C=CC=CC=2)C=CC=CC=1.O[C@H:29]1[CH2:34][C@H:33]2[C@H:35]3[C@H:44]([CH2:45][CH2:46][C@:31]2([CH3:32])[CH2:30]1)[C:43]1[CH:42]=[CH:41][C:40]([O:47][CH3:48])=[CH:39][C:38]=1[CH2:37][CH2:36]3. (3) Given the product [NH2:1][C:2]1[N:10]=[C:9]2[C:5]([N:6]=[CH:7][N:8]2[C@H:11]2[C@:15]([CH3:17])([OH:16])[C@@H:14]([F:18])[C@@H:13]([CH2:19][OH:20])[O:12]2)=[C:4]([O:28][CH3:29])[N:3]=1, predict the reactants needed to synthesize it. The reactants are: [NH2:1][C:2]1[N:10]=[C:9]2[C:5]([N:6]=[CH:7][N:8]2[C@H:11]2[C@:15]([CH3:17])([OH:16])[C@@H:14]([F:18])[C@@H:13]([CH2:19][O:20]CC3C=CC=CC=3)[O:12]2)=[C:4]([O:28][CH3:29])[N:3]=1. (4) Given the product [Cl:3][C:4]1[CH:11]=[CH:10][C:7]([C:8]#[N:9])=[C:6]([O:13][C:14]2[CH:21]=[C:20]([OH:22])[CH:19]=[C:16]([CH:17]=[O:18])[CH:15]=2)[CH:5]=1, predict the reactants needed to synthesize it. The reactants are: [H-].[Na+].[Cl:3][C:4]1[CH:11]=[CH:10][C:7]([C:8]#[N:9])=[C:6](F)[CH:5]=1.[OH:13][C:14]1[CH:15]=[C:16]([CH:19]=[C:20]([OH:22])[CH:21]=1)[CH:17]=[O:18].Cl. (5) The reactants are: [CH:1]([O:4][CH:5]1[CH2:14][CH2:13][C:8]2(OCC[O:9]2)[CH2:7][CH2:6]1)([CH3:3])[CH3:2].CC1C=CC(S(O)(=O)=O)=CC=1. Given the product [CH:1]([O:4][CH:5]1[CH2:14][CH2:13][C:8](=[O:9])[CH2:7][CH2:6]1)([CH3:3])[CH3:2], predict the reactants needed to synthesize it. (6) Given the product [Cl:1][C:2]1[CH:7]=[C:6]([CH2:10][N:11]([CH3:13])[CH3:12])[CH:5]=[C:4]([CH3:8])[C:3]=1[OH:9], predict the reactants needed to synthesize it. The reactants are: [Cl:1][C:2]1[CH:7]=[CH:6][CH:5]=[C:4]([CH3:8])[C:3]=1[OH:9].[CH3:10][NH:11][CH3:12].[CH2:13]=O.